This data is from NCI-60 drug combinations with 297,098 pairs across 59 cell lines. The task is: Regression. Given two drug SMILES strings and cell line genomic features, predict the synergy score measuring deviation from expected non-interaction effect. (1) Drug 1: CCCCC(=O)OCC(=O)C1(CC(C2=C(C1)C(=C3C(=C2O)C(=O)C4=C(C3=O)C=CC=C4OC)O)OC5CC(C(C(O5)C)O)NC(=O)C(F)(F)F)O. Drug 2: CN1C2=C(C=C(C=C2)N(CCCl)CCCl)N=C1CCCC(=O)O.Cl. Cell line: NCI-H522. Synergy scores: CSS=14.8, Synergy_ZIP=7.63, Synergy_Bliss=11.8, Synergy_Loewe=7.71, Synergy_HSA=10.1. (2) Drug 1: C1=CN(C(=O)N=C1N)C2C(C(C(O2)CO)O)O.Cl. Drug 2: CS(=O)(=O)OCCCCOS(=O)(=O)C. Cell line: T-47D. Synergy scores: CSS=1.92, Synergy_ZIP=1.19, Synergy_Bliss=3.73, Synergy_Loewe=-6.72, Synergy_HSA=-1.72. (3) Drug 1: C1CCC(C1)C(CC#N)N2C=C(C=N2)C3=C4C=CNC4=NC=N3. Drug 2: CC1=C(C(=O)C2=C(C1=O)N3CC4C(C3(C2COC(=O)N)OC)N4)N. Cell line: SK-MEL-5. Synergy scores: CSS=21.5, Synergy_ZIP=0.825, Synergy_Bliss=-7.32, Synergy_Loewe=-63.9, Synergy_HSA=-19.4. (4) Drug 1: CNC(=O)C1=NC=CC(=C1)OC2=CC=C(C=C2)NC(=O)NC3=CC(=C(C=C3)Cl)C(F)(F)F. Drug 2: CC(C)NC(=O)C1=CC=C(C=C1)CNNC.Cl. Cell line: SW-620. Synergy scores: CSS=-9.71, Synergy_ZIP=11.0, Synergy_Bliss=-3.19, Synergy_Loewe=-15.7, Synergy_HSA=-15.4. (5) Synergy scores: CSS=41.1, Synergy_ZIP=-10.3, Synergy_Bliss=-14.2, Synergy_Loewe=-8.16, Synergy_HSA=-6.94. Drug 1: CCC1(C2=C(COC1=O)C(=O)N3CC4=CC5=C(C=CC(=C5CN(C)C)O)N=C4C3=C2)O.Cl. Cell line: SW-620. Drug 2: CC1C(C(CC(O1)OC2CC(CC3=C2C(=C4C(=C3O)C(=O)C5=C(C4=O)C(=CC=C5)OC)O)(C(=O)CO)O)N)O.Cl. (6) Drug 1: CC1=C(C=C(C=C1)NC(=O)C2=CC=C(C=C2)CN3CCN(CC3)C)NC4=NC=CC(=N4)C5=CN=CC=C5. Drug 2: C1=CN(C=N1)CC(O)(P(=O)(O)O)P(=O)(O)O. Cell line: M14. Synergy scores: CSS=-5.35, Synergy_ZIP=2.15, Synergy_Bliss=-1.43, Synergy_Loewe=-5.92, Synergy_HSA=-7.40. (7) Drug 1: CNC(=O)C1=CC=CC=C1SC2=CC3=C(C=C2)C(=NN3)C=CC4=CC=CC=N4. Drug 2: CCC1(CC2CC(C3=C(CCN(C2)C1)C4=CC=CC=C4N3)(C5=C(C=C6C(=C5)C78CCN9C7C(C=CC9)(C(C(C8N6C=O)(C(=O)OC)O)OC(=O)C)CC)OC)C(=O)OC)O.OS(=O)(=O)O. Cell line: MOLT-4. Synergy scores: CSS=56.6, Synergy_ZIP=4.17, Synergy_Bliss=7.58, Synergy_Loewe=-19.1, Synergy_HSA=7.44. (8) Drug 1: CC(C)CN1C=NC2=C1C3=CC=CC=C3N=C2N. Drug 2: CC1CCCC2(C(O2)CC(NC(=O)CC(C(C(=O)C(C1O)C)(C)C)O)C(=CC3=CSC(=N3)C)C)C. Cell line: HOP-62. Synergy scores: CSS=35.1, Synergy_ZIP=-0.312, Synergy_Bliss=-0.549, Synergy_Loewe=-8.33, Synergy_HSA=1.35. (9) Cell line: SF-268. Synergy scores: CSS=29.9, Synergy_ZIP=4.77, Synergy_Bliss=1.38, Synergy_Loewe=-16.0, Synergy_HSA=0.0613. Drug 1: C1CCC(CC1)NC(=O)N(CCCl)N=O. Drug 2: C1CNP(=O)(OC1)N(CCCl)CCCl.